Dataset: Full USPTO retrosynthesis dataset with 1.9M reactions from patents (1976-2016). Task: Predict the reactants needed to synthesize the given product. (1) Given the product [Cl:1][C:2]1[CH:8]=[CH:7][CH:6]=[C:5]([CH2:9][CH3:10])[C:3]=1[C:35]([OH:38])=[O:37], predict the reactants needed to synthesize it. The reactants are: [Cl:1][C:2]1[CH:8]=[CH:7][CH:6]=[C:5]([CH2:9][CH3:10])[C:3]=1N.N([O-])=O.[Na+].S(=O)(=O)(O)O.CN(C)C1C=CC=CC=1.Cl.S(=O)(=O)(O)N.[C:35]([O:38]C(=O)C)(=[O:37])C.C(Cl)(Cl)Cl. (2) The reactants are: [Cl:1][C:2]1[CH:3]=[CH:4][C:5]([O:25][C:26]2[CH:31]=[C:30]([F:32])[C:29]([S:33](=[O:52])(=[O:51])[N:34]([CH2:40][C:41]3[CH:46]=[CH:45][C:44]([O:47][CH3:48])=[CH:43][C:42]=3[O:49][CH3:50])[C:35]3[S:39][N:38]=[CH:37][N:36]=3)=[CH:28][C:27]=2[F:53])=[C:6]([C:8]2[CH:9]=[CH:10][C:11]3[O:15][N:14]=[C:13]([NH:16][C:17](=[O:23])[O:18][C:19]([CH3:22])([CH3:21])[CH3:20])[C:12]=3[CH:24]=2)[CH:7]=1.[H-].[Na+].I[CH3:57]. Given the product [Cl:1][C:2]1[CH:3]=[CH:4][C:5]([O:25][C:26]2[CH:31]=[C:30]([F:32])[C:29]([S:33](=[O:52])(=[O:51])[N:34]([CH2:40][C:41]3[CH:46]=[CH:45][C:44]([O:47][CH3:48])=[CH:43][C:42]=3[O:49][CH3:50])[C:35]3[S:39][N:38]=[CH:37][N:36]=3)=[CH:28][C:27]=2[F:53])=[C:6]([C:8]2[CH:9]=[CH:10][C:11]3[O:15][N:14]=[C:13]([N:16]([CH3:57])[C:17](=[O:23])[O:18][C:19]([CH3:20])([CH3:22])[CH3:21])[C:12]=3[CH:24]=2)[CH:7]=1, predict the reactants needed to synthesize it.